Predict the reaction yield, written as a fraction of the theoretical maximum amount of product (1.0 means a 100% yield; for example, 0.34 means a 34% yield). From a dataset of Reaction yield outcomes from USPTO patents with 853,638 reactions. (1) The reactants are [CH2:1]([Li])CCC.C(NC(C)C)(C)C.O1CCCC1.C(=O)=O.CC(C)=O.[Br:25][C:26]1[CH:31]=[CH:30][CH:29]=[C:28]([CH3:32])[N:27]=1.CI. The catalyst is O. The product is [Br:25][C:26]1[CH:31]=[CH:30][CH:29]=[C:28]([CH2:32][CH3:1])[N:27]=1. The yield is 0.750. (2) The reactants are [Br:1][C:2]1[CH:3]=[C:4]([CH:6]=[CH:7][C:8]=1[O:9][C:10]([F:13])([F:12])[F:11])[NH2:5].[C:14]([O:18][C:19](O[C:19]([O:18][C:14]([CH3:17])([CH3:16])[CH3:15])=[O:20])=[O:20])([CH3:17])([CH3:16])[CH3:15]. The catalyst is O1CCOCC1. The product is [C:14]([O:18][C:19](=[O:20])[NH:5][C:4]1[CH:6]=[CH:7][C:8]([O:9][C:10]([F:11])([F:12])[F:13])=[C:2]([Br:1])[CH:3]=1)([CH3:17])([CH3:16])[CH3:15]. The yield is 0.610. (3) The reactants are [CH3:1][N:2]1[CH2:7][CH2:6][N:5]([C:8]2[CH:9]=[N:10][CH:11]=[C:12]([N+:15]([O-])=O)[C:13]=2[NH2:14])[CH2:4][CH2:3]1. The catalyst is CO.[Pd]. The product is [CH3:1][N:2]1[CH2:3][CH2:4][N:5]([C:8]2[C:13]([NH2:14])=[C:12]([NH2:15])[CH:11]=[N:10][CH:9]=2)[CH2:6][CH2:7]1. The yield is 0.990. (4) The reactants are Br[C:2]1[C:3]([NH:14]C(=O)C(F)(F)F)=[CH:4][C:5]2[N:9]([CH3:10])[C:8](=[O:11])[N:7]([CH3:12])[C:6]=2[CH:13]=1.CN(C)CC(O)=O.[CH2:28]([O:31][C:32]1[CH:33]=[C:34]([OH:39])[CH:35]=[C:36]([OH:38])[CH:37]=1)[CH2:29][CH3:30].C(=O)([O-])[O-].[Cs+].[Cs+]. The catalyst is [Cu]I.CO. The product is [NH2:14][C:3]1[C:2]([O:38][C:36]2[CH:37]=[C:32]([O:31][CH2:28][CH2:29][CH3:30])[CH:33]=[C:34]([OH:39])[CH:35]=2)=[CH:13][C:6]2[N:7]([CH3:12])[C:8](=[O:11])[N:9]([CH3:10])[C:5]=2[CH:4]=1. The yield is 0.430. (5) The catalyst is CN(C=O)C. The yield is 0.970. The product is [CH3:18][S:3][C:4]1[CH:14]=[CH:13][CH:12]=[CH:11][C:5]=1[C:6]([O:8][CH2:9][CH3:10])=[O:7]. The reactants are [H-].[Na+].[SH:3][C:4]1[CH:14]=[CH:13][CH:12]=[CH:11][C:5]=1[C:6]([O:8][CH2:9][CH3:10])=[O:7].[H][H].I[CH3:18]. (6) The product is [N+:1]([C:4]1[CH:5]=[C:6]([NH:7][C:16](=[O:17])[O:15][C:12]([CH3:14])([CH3:13])[CH3:11])[CH:8]=[CH:9][CH:10]=1)([O-:3])=[O:2]. The yield is 0.900. The reactants are [N+:1]([C:4]1[CH:5]=[C:6]([CH:8]=[CH:9][CH:10]=1)[NH2:7])([O-:3])=[O:2].[CH3:11][C:12]([O:15][C:16](O[C:16]([O:15][C:12]([CH3:14])([CH3:13])[CH3:11])=[O:17])=[O:17])([CH3:14])[CH3:13]. The catalyst is C1COCC1.CN(C1C=CN=CC=1)C.